Dataset: Forward reaction prediction with 1.9M reactions from USPTO patents (1976-2016). Task: Predict the product of the given reaction. (1) Given the reactants [Br:1][C:2]1[CH:3]=[C:4]2[C:9](=[CH:10][CH:11]=1)[C:8](=[O:12])[N:7]([C:13]1[CH:18]=[CH:17][C:16]([C:19]([CH3:22])([CH3:21])[CH3:20])=[CH:15][CH:14]=1)[N:6]=[C:5]2[NH:23][C:24]1[N:25](C(C)(C)C)[N:26]=[C:27]([CH3:29])[CH:28]=1, predict the reaction product. The product is: [Br:1][C:2]1[CH:3]=[C:4]2[C:9](=[CH:10][CH:11]=1)[C:8](=[O:12])[N:7]([C:13]1[CH:18]=[CH:17][C:16]([C:19]([CH3:22])([CH3:21])[CH3:20])=[CH:15][CH:14]=1)[N:6]=[C:5]2[NH:23][C:24]1[NH:25][N:26]=[C:27]([CH3:29])[CH:28]=1. (2) Given the reactants [Cl:1][C:2]1[CH:7]=[C:6]([F:8])[CH:5]=[CH:4][C:3]=1[N:9]1[C:17](=[O:18])[C:16]2[C@@H:15]3[C:19]([CH3:21])([CH3:20])[C@@:12]([CH3:22])([CH2:13][CH2:14]3)[C:11]=2[NH:10]1.I[CH2:24][CH2:25][CH:26]([CH3:28])[CH3:27], predict the reaction product. The product is: [Cl:1][C:2]1[CH:7]=[C:6]([F:8])[CH:5]=[CH:4][C:3]=1[N:9]1[C:17](=[O:18])[C:16]2[C@@H:15]3[C:19]([CH3:21])([CH3:20])[C@@:12]([CH3:22])([CH2:13][CH2:14]3)[C:11]=2[N:10]1[CH2:24][CH2:25][CH:26]([CH3:28])[CH3:27]. (3) Given the reactants [CH2:1]([O:3][C:4]1[CH:5]=[CH:6][C:7]([F:13])=[C:8](B(O)O)[CH:9]=1)[CH3:2].P([O-])([O-])([O-])=O.[K+].[K+].[K+].CN(C)C=O.Cl[C:28]1[CH:35]=[CH:34][CH:33]=[CH:32][C:29]=1[C:30]#[N:31], predict the reaction product. The product is: [CH2:1]([O:3][C:4]1[CH:5]=[CH:6][C:7]([F:13])=[C:8]([C:28]2[C:29]([C:30]#[N:31])=[CH:32][CH:33]=[CH:34][CH:35]=2)[CH:9]=1)[CH3:2]. (4) Given the reactants [CH3:1][O:2][C:3]1[CH:19]=[CH:18][C:6]([CH2:7][O:8][C:9]2[C:10]3[S:17][CH:16]=[CH:15][C:11]=3[N:12]=[CH:13][N:14]=2)=[CH:5][CH:4]=1.C([N-]C(C)C)(C)C.[Li+].C(NC(C)C)(C)C.[Li]CCCC.[Br:40]CCBr.C(=O)([O-])O.[Na+].S([O-])([O-])(=O)=S.[Na+].[Na+], predict the reaction product. The product is: [Br:40][C:16]1[S:17][C:10]2[C:9]([O:8][CH2:7][C:6]3[CH:5]=[CH:4][C:3]([O:2][CH3:1])=[CH:19][CH:18]=3)=[N:14][CH:13]=[N:12][C:11]=2[CH:15]=1. (5) Given the reactants [F:1][C:2]1[N:7]=[CH:6][C:5]([OH:8])=[C:4]([I:9])[CH:3]=1.C([O-])([O-])=O.[K+].[K+].Cl[CH2:17][C:18](=[O:20])[CH3:19], predict the reaction product. The product is: [F:1][C:2]1[N:7]=[CH:6][C:5]([O:8][CH2:17][C:18](=[O:20])[CH3:19])=[C:4]([I:9])[CH:3]=1. (6) The product is: [CH3:23][O:22][C:20]([C@@H:12]1[C@H:13]([C:14]2[CH:19]=[CH:18][CH:17]=[CH:16][CH:15]=2)[C@H:11]1[C:8]1[CH:9]=[CH:10][C:5]([C:25]2[N:30]=[CH:29][C:28]([Cl:31])=[CH:27][N:26]=2)=[CH:6][CH:7]=1)=[O:21]. Given the reactants B([O-])[O-].Br[C:5]1[CH:10]=[CH:9][C:8]([C@@H:11]2[C@@H:13]([C:14]3[CH:19]=[CH:18][CH:17]=[CH:16][CH:15]=3)[C@H:12]2[C:20]([O:22][CH3:23])=[O:21])=[CH:7][CH:6]=1.Cl[C:25]1[N:30]=[CH:29][C:28]([Cl:31])=[CH:27][N:26]=1, predict the reaction product. (7) Given the reactants C[O:2][C:3]([C@@H:5]1[CH2:9][CH2:8][N:7]([C:10]([C:12]2[NH:13][C:14]3[C:19]([CH:20]=2)=[CH:18][C:17]([Cl:21])=[CH:16][C:15]=3[NH:22][CH:23]2[CH2:28][CH2:27][O:26][CH2:25][CH2:24]2)=[O:11])[CH2:6]1)=O.[BH4-].[Li+].CO.Cl, predict the reaction product. The product is: [Cl:21][C:17]1[CH:18]=[C:19]2[C:14](=[C:15]([NH:22][CH:23]3[CH2:24][CH2:25][O:26][CH2:27][CH2:28]3)[CH:16]=1)[NH:13][C:12]([C:10]([N:7]1[CH2:8][CH2:9][C@@H:5]([CH2:3][OH:2])[CH2:6]1)=[O:11])=[CH:20]2. (8) Given the reactants [NH:1]1[C:9]2[C:4](=[CH:5][CH:6]=[CH:7][CH:8]=2)[CH2:3][C:2]1=[O:10].[C:11](OC(=O)C)(=[O:13])[CH3:12], predict the reaction product. The product is: [C:11]([N:1]1[C:9]2[C:4](=[CH:5][CH:6]=[CH:7][CH:8]=2)[CH2:3][C:2]1=[O:10])(=[O:13])[CH3:12]. (9) Given the reactants [CH3:1][N:2]([CH2:4][C:5]1([C:11]2[CH:16]=[CH:15][C:14]([OH:17])=[CH:13][CH:12]=2)[CH2:10][CH2:9][O:8][CH2:7][CH2:6]1)[CH3:3].Cl[CH2:19][CH2:20][CH2:21][N:22]1[CH2:27][CH2:26][CH:25]([O:28][CH3:29])[CH2:24][CH2:23]1.C([O-])([O-])=O.[K+].[K+].N, predict the reaction product. The product is: [CH3:29][O:28][CH:25]1[CH2:24][CH2:23][N:22]([CH2:21][CH2:20][CH2:19][O:17][C:14]2[CH:15]=[CH:16][C:11]([C:5]3([CH2:4][N:2]([CH3:1])[CH3:3])[CH2:6][CH2:7][O:8][CH2:9][CH2:10]3)=[CH:12][CH:13]=2)[CH2:27][CH2:26]1.